From a dataset of Reaction yield outcomes from USPTO patents with 853,638 reactions. Predict the reaction yield, written as a fraction of the theoretical maximum amount of product (1.0 means a 100% yield; for example, 0.34 means a 34% yield). (1) The reactants are [NH2:1][C:2]1[CH:3]=[CH:4][C:5]([C:9]2[N:10]=[C:11]([C:22]3([C:25]([O:27][CH3:28])=[O:26])[CH2:24][CH2:23]3)[NH:12][C:13]=2[C:14]2[CH:19]=[CH:18][C:17]([F:20])=[CH:16][C:15]=2[F:21])=[N:6][C:7]=1[OH:8].[CH2:29]([O:31][CH2:32][C@@H:33]([N:35]=[C:36]=S)[CH3:34])[CH3:30].C(N=C=NC(C)C)(C)C. The catalyst is C(O)C. The product is [F:21][C:15]1[CH:16]=[C:17]([F:20])[CH:18]=[CH:19][C:14]=1[C:13]1[NH:12][C:11]([C:22]2([C:25]([O:27][CH3:28])=[O:26])[CH2:24][CH2:23]2)=[N:10][C:9]=1[C:5]1[N:6]=[C:7]2[O:8][C:36]([NH:35][C@@H:33]([CH3:34])[CH2:32][O:31][CH2:29][CH3:30])=[N:1][C:2]2=[CH:3][CH:4]=1. The yield is 0.240. (2) The reactants are [CH3:1][C:2]1[CH:7]=[CH:6][CH:5]=[CH:4][C:3]=1[SH:8].C(=O)([O-])[O-].[K+].[K+].C[N:16]([CH:18]=O)C. No catalyst specified. The product is [CH3:1][C:2]1[CH:7]=[CH:6][CH:5]=[CH:4][C:3]=1[S:8][C:2]1[CH:7]=[CH:6][C:5]([S:8][C:3]2[CH:4]=[CH:5][CH:6]=[CH:7][C:2]=2[CH3:1])=[C:4]([C:18]#[N:16])[C:3]=1[C:18]#[N:16]. The yield is 0.420.